The task is: Predict the reactants needed to synthesize the given product.. This data is from Full USPTO retrosynthesis dataset with 1.9M reactions from patents (1976-2016). (1) Given the product [CH3:32][C:33]1[C:38]([CH3:39])=[CH:37][CH:36]=[CH:35][C:34]=1[C:2]1[CH:24]=[C:23]([F:25])[CH:22]=[CH:21][C:3]=1[O:4][CH2:5][C:6]([N:8]([CH:18]([CH3:20])[CH3:19])[NH:9][C:10](=[O:17])[C:11]1[CH:16]=[CH:15][CH:14]=[CH:13][CH:12]=1)=[O:7], predict the reactants needed to synthesize it. The reactants are: Br[C:2]1[CH:24]=[C:23]([F:25])[CH:22]=[CH:21][C:3]=1[O:4][CH2:5][C:6]([N:8]([CH:18]([CH3:20])[CH3:19])[NH:9][C:10](=[O:17])[C:11]1[CH:16]=[CH:15][CH:14]=[CH:13][CH:12]=1)=[O:7].C([O-])([O-])=O.[Na+].[Na+].[CH3:32][C:33]1[C:38]([CH3:39])=[CH:37][CH:36]=[CH:35][C:34]=1B(O)O. (2) Given the product [CH2:23]1[CH2:22][CH2:21][CH2:20][C:19](=[O:38])[CH2:35][CH2:34][CH2:33][CH2:32][CH2:31][CH2:30][CH2:29][CH:28]=[CH:27][CH2:26][CH2:25][CH2:24]1.[CH2:1]=[CH:2][CH2:3][CH2:4][CH2:5][CH2:6][CH2:7][CH3:8], predict the reactants needed to synthesize it. The reactants are: [C:1](O)(=O)[CH2:2][CH2:3][CH2:4][CH2:5][CH2:6][CH2:7][CH2:8]/C=C\CCCCCC.[C:19]([OH:38])(=O)[CH2:20][CH2:21][CH2:22][CH2:23][CH2:24][CH2:25][CH2:26]/[CH:27]=[CH:28]\[CH2:29][CH2:30][CH2:31][CH2:32][CH2:33][CH2:34][CH2:35]C.C=C. (3) Given the product [N+:17]([C:10]1[CH:11]=[C:12]([C:13]#[N:14])[CH:15]=[CH:16][C:9]=1[C:20]1[CH:25]=[CH:24][CH:23]=[CH:22][CH:21]=1)([O-:19])=[O:18], predict the reactants needed to synthesize it. The reactants are: CN1CCCC1=O.Cl[C:9]1[CH:16]=[CH:15][C:12]([C:13]#[N:14])=[CH:11][C:10]=1[N+:17]([O-:19])=[O:18].[C:20]1(B(O)O)[CH:25]=[CH:24][CH:23]=[CH:22][CH:21]=1.[F-].[Cs+].